From a dataset of Reaction yield outcomes from USPTO patents with 853,638 reactions. Predict the reaction yield, written as a fraction of the theoretical maximum amount of product (1.0 means a 100% yield; for example, 0.34 means a 34% yield). (1) The reactants are [Cl:1][C:2]1[CH:3]=[C:4]([CH:11]=[CH:12][C:13]=1[CH2:14][CH:15]1[CH2:19][CH2:18][N:17]([CH:20]2[CH2:25][CH2:24][C:23]([OH:27])([CH3:26])[CH2:22][CH2:21]2)[C:16]1=[O:28])[O:5][CH2:6][C:7]([O:9]C)=O.[F:29][C:30]([F:40])([F:39])[C:31]1[CH:36]=[CH:35][C:34]([CH2:37][NH2:38])=[CH:33][CH:32]=1. No catalyst specified. The product is [Cl:1][C:2]1[CH:3]=[C:4]([CH:11]=[CH:12][C:13]=1[CH2:14][CH:15]1[CH2:19][CH2:18][N:17]([CH:20]2[CH2:21][CH2:22][C:23]([OH:27])([CH3:26])[CH2:24][CH2:25]2)[C:16]1=[O:28])[O:5][CH2:6][C:7]([NH:38][CH2:37][C:34]1[CH:33]=[CH:32][C:31]([C:30]([F:29])([F:39])[F:40])=[CH:36][CH:35]=1)=[O:9]. The yield is 0.440. (2) The reactants are [CH2:1]([CH:13]([O:26][C:27]1[C:35]2[S:36][CH:37]=[CH:38][C:34]=2[C:33]([O:39][CH:40]([CH2:53][CH2:54][CH2:55][CH2:56][CH2:57][CH2:58][CH2:59][CH2:60][CH2:61][CH2:62][CH2:63][CH3:64])[CH2:41][CH2:42][CH2:43][CH2:44][CH2:45][CH2:46][CH2:47][CH2:48][CH2:49][CH2:50][CH2:51][CH3:52])=[C:29]2[S:30][CH:31]=[CH:32][C:28]=12)[CH2:14][CH2:15][CH2:16][CH2:17][CH2:18][CH2:19][CH2:20][CH2:21][CH2:22][CH2:23][CH2:24][CH3:25])[CH2:2][CH2:3][CH2:4][CH2:5][CH2:6][CH2:7][CH2:8][CH2:9][CH2:10][CH2:11][CH3:12].C([Li])CCC.[CH3:70][Sn:71](Cl)([CH3:73])[CH3:72]. The catalyst is O1CCCC1. The product is [CH2:1]([CH:13]([O:26][C:27]1[C:35]2[S:36][C:37]([Sn:71]([CH3:73])([CH3:72])[CH3:70])=[CH:38][C:34]=2[C:33]([O:39][CH:40]([CH2:41][CH2:42][CH2:43][CH2:44][CH2:45][CH2:46][CH2:47][CH2:48][CH2:49][CH2:50][CH2:51][CH3:52])[CH2:53][CH2:54][CH2:55][CH2:56][CH2:57][CH2:58][CH2:59][CH2:60][CH2:61][CH2:62][CH2:63][CH3:64])=[C:29]2[S:30][C:31]([Sn:71]([CH3:73])([CH3:72])[CH3:70])=[CH:32][C:28]=12)[CH2:14][CH2:15][CH2:16][CH2:17][CH2:18][CH2:19][CH2:20][CH2:21][CH2:22][CH2:23][CH2:24][CH3:25])[CH2:2][CH2:3][CH2:4][CH2:5][CH2:6][CH2:7][CH2:8][CH2:9][CH2:10][CH2:11][CH3:12]. The yield is 0.920. (3) The reactants are [F:1][C:2]([F:15])([F:14])[C:3]1[CH:12]=[CH:11][C:10]2[C:9](=O)[NH:8][CH:7]=[CH:6][C:5]=2[N:4]=1.P(Cl)(Cl)([Cl:18])=O. The catalyst is O. The product is [Cl:18][C:9]1[N:8]=[CH:7][CH:6]=[C:5]2[C:10]=1[CH:11]=[CH:12][C:3]([C:2]([F:15])([F:14])[F:1])=[N:4]2. The yield is 0.920. (4) The reactants are [Br:1][C:2]1[CH:3]=[CH:4][C:5]2[C:11](=[O:12])[CH:10]=[C:9]([CH3:13])[CH2:8][O:7][C:6]=2[CH:14]=1. The catalyst is CCO.C1COCC1.O=[Pt]=O. The product is [Br:1][C:2]1[CH:3]=[CH:4][C:5]2[C:11](=[O:12])[CH2:10][CH:9]([CH3:13])[CH2:8][O:7][C:6]=2[CH:14]=1. The yield is 0.910. (5) The reactants are [F:1][C:2]([F:13])([F:12])[C:3]1[CH:8]=[CH:7][C:6]([C:9](=O)[CH3:10])=[CH:5][CH:4]=1.Cl.[Cl:15][C:16]1[CH:28]=[C:27]([O:29][CH2:30][CH:31]=[C:32]([Cl:34])[Cl:33])[CH:26]=[C:25]([Cl:35])[C:17]=1[O:18][CH2:19][CH2:20][CH2:21][CH2:22][O:23][NH2:24].C(O)(=O)CC(CC(O)=O)(C(O)=O)O. The catalyst is N1C=CC=CC=1. The product is [Cl:15][C:16]1[CH:28]=[C:27]([O:29][CH2:30][CH:31]=[C:32]([Cl:34])[Cl:33])[CH:26]=[C:25]([Cl:35])[C:17]=1[O:18][CH2:19][CH2:20][CH2:21][CH2:22][O:23][N:24]=[C:9]([C:6]1[CH:7]=[CH:8][C:3]([C:2]([F:13])([F:12])[F:1])=[CH:4][CH:5]=1)[CH3:10]. The yield is 0.755. (6) The reactants are [CH2:1]([O:8][C:9]1[CH:15]=[CH:14][C:12]([NH2:13])=[C:11]([F:16])[CH:10]=1)[C:2]1[CH:7]=[CH:6][CH:5]=[CH:4][CH:3]=1.[N:17]1([CH2:26]O)[C:21]2[CH:22]=[CH:23][CH:24]=[CH:25][C:20]=2[N:19]=[N:18]1. The catalyst is CO. The product is [N:17]1([CH2:26][NH:13][C:12]2[CH:14]=[CH:15][C:9]([O:8][CH2:1][C:2]3[CH:3]=[CH:4][CH:5]=[CH:6][CH:7]=3)=[CH:10][C:11]=2[F:16])[C:21]2[CH:22]=[CH:23][CH:24]=[CH:25][C:20]=2[N:19]=[N:18]1. The yield is 0.666. (7) The reactants are [Br:1][C:2]1[C:7]([N+:8]([O-])=O)=[CH:6][C:5]([Cl:11])=[CH:4][C:3]=1[CH3:12].CCO.[Cl-].[NH4+]. The catalyst is [Fe].O. The product is [Br:1][C:2]1[C:3]([CH3:12])=[CH:4][C:5]([Cl:11])=[CH:6][C:7]=1[NH2:8]. The yield is 0.780. (8) The reactants are [NH2:1][C:2]1[CH:7]=[CH:6][C:5]([S:8]([NH:11][C:12]2[CH:13]=[CH:14][C:15]3[CH2:19][O:18][B:17]([OH:20])[C:16]=3[CH:21]=2)(=[O:10])=[O:9])=[CH:4][CH:3]=1.[CH:22](O)=[O:23]. No catalyst specified. The product is [CH:22]([NH:1][C:2]1[CH:7]=[CH:6][C:5]([S:8]([NH:11][C:12]2[CH:13]=[CH:14][C:15]3[CH2:19][O:18][B:17]([OH:20])[C:16]=3[CH:21]=2)(=[O:9])=[O:10])=[CH:4][CH:3]=1)=[O:23]. The yield is 0.600. (9) The reactants are [CH3:1][NH:2]C(O)C.[H-].[Na+].[CH2:17]1O[CH2:21][CH2:20][O:19][CH2:18][CH2:17]OCCO[CH2:21][CH2:20][O:19][CH2:18]1.[CH3:23][C:24]1[CH:29]=[C:28]([NH:30][C:31]2[C:40]3[C:35](=CC=[CH:38][C:39]=3F)[N:34]=[CH:33][N:32]=2)[CH:27]=[CH:26][C:25]=1[OH:42]. The catalyst is CC(N(C)C)=O. The product is [CH3:23][C:24]1[CH:29]=[C:28]([NH:30][C:31]2[C:21]3[C:35](=[CH:40][CH:39]=[CH:38][C:20]=3[O:19][CH2:18][CH2:17][NH:2][CH3:1])[N:34]=[CH:33][N:32]=2)[CH:27]=[CH:26][C:25]=1[OH:42]. The yield is 0.500. (10) The reactants are [CH2:1]([O:3][C:4]([C:6]1[CH:10]=[C:9]([O:11][CH:12]2[C:17](=O)[CH2:16][CH2:15][O:14][CH2:13]2)[NH:8][N:7]=1)=[O:5])[CH3:2].CS(O)(=O)=O. The catalyst is C(O)(=O)C.C1(C)C=CC=CC=1. The product is [N:7]1[N:8]2[C:9]([O:11][C:12]3[CH2:13][O:14][CH2:15][CH2:16][C:17]=32)=[CH:10][C:6]=1[C:4]([O:3][CH2:1][CH3:2])=[O:5]. The yield is 0.510.